From a dataset of Full USPTO retrosynthesis dataset with 1.9M reactions from patents (1976-2016). Predict the reactants needed to synthesize the given product. Given the product [C:1]([C:3]1[CH:4]=[C:5]([CH:21]([CH3:23])[CH3:22])[C:6]2[O:10][C:9]([C:11]3[CH:19]=[CH:18][C:14]([C:15]([NH:24][CH2:25][CH:26]4[CH2:30][CH2:29][N:28]([C:31]([O:33][C:34]([CH3:37])([CH3:36])[CH3:35])=[O:32])[CH2:27]4)=[O:16])=[CH:13][CH:12]=3)=[N:8][C:7]=2[CH:20]=1)#[N:2], predict the reactants needed to synthesize it. The reactants are: [C:1]([C:3]1[CH:4]=[C:5]([CH:21]([CH3:23])[CH3:22])[C:6]2[O:10][C:9]([C:11]3[CH:19]=[CH:18][C:14]([C:15](O)=[O:16])=[CH:13][CH:12]=3)=[N:8][C:7]=2[CH:20]=1)#[N:2].[NH2:24][CH2:25][CH:26]1[CH2:30][CH2:29][N:28]([C:31]([O:33][C:34]([CH3:37])([CH3:36])[CH3:35])=[O:32])[CH2:27]1.